This data is from Full USPTO retrosynthesis dataset with 1.9M reactions from patents (1976-2016). The task is: Predict the reactants needed to synthesize the given product. (1) Given the product [CH2:21]([C:20]1[NH:27][N:26]=[C:1]([C:4]2[CH:9]=[CH:8][CH:7]=[CH:6][CH:5]=2)[CH:2]=1)[CH3:22], predict the reactants needed to synthesize it. The reactants are: [C:1]([C:4]1[CH:9]=[CH:8][CH:7]=[CH:6][CH:5]=1)(=O)[CH3:2].[Li+].C[Si]([N-][Si](C)(C)C)(C)C.[C:20](Cl)(=O)[CH2:21][CH3:22].O.[NH2:26][NH2:27].[OH-].[Na+]. (2) Given the product [CH3:4][P:2]([CH2:5][N:6]1[CH2:7][CH2:8][N:9]([CH2:20][C:21]2[CH:26]=[CH:25][C:24]([N+:27]([O-:29])=[O:28])=[CH:23][C:22]=2[C:30]([F:31])([F:32])[F:33])[CH2:10][CH2:11]1)([CH3:1])=[O:3], predict the reactants needed to synthesize it. The reactants are: [CH3:1][P:2]([CH2:5][N:6]1[CH2:11][CH2:10][NH:9][CH2:8][CH2:7]1)([CH3:4])=[O:3].C(N(CC)CC)C.Br[CH2:20][C:21]1[CH:26]=[CH:25][C:24]([N+:27]([O-:29])=[O:28])=[CH:23][C:22]=1[C:30]([F:33])([F:32])[F:31]. (3) Given the product [CH3:1][C@H:2]([NH2:13])[CH2:3][C:4]1[CH:9]=[C:8]([F:10])[CH:7]=[C:6]([F:11])[C:5]=1[F:12], predict the reactants needed to synthesize it. The reactants are: [CH3:1][C@H:2]([N:13]=[N+]=[N-])[CH2:3][C:4]1[CH:9]=[C:8]([F:10])[CH:7]=[C:6]([F:11])[C:5]=1[F:12]. (4) Given the product [N:11]1([CH:17]2[CH2:22][CH2:21][CH2:20][CH2:19][C:18]2=[O:23])[CH2:12][CH2:13][O:14][CH2:15][CH2:16]1, predict the reactants needed to synthesize it. The reactants are: C(Cl)(=O)C(Cl)=O.CS(C)=O.[N:11]1([C@H:17]2[CH2:22][CH2:21][CH2:20][CH2:19][C@@H:18]2[OH:23])[CH2:16][CH2:15][O:14][CH2:13][CH2:12]1.C(N(CC)CC)C.